Dataset: Full USPTO retrosynthesis dataset with 1.9M reactions from patents (1976-2016). Task: Predict the reactants needed to synthesize the given product. (1) Given the product [CH2:1]([CH:3]1[CH2:7][CH:6]([OH:8])[CH2:5][CH:4]1[C:9]([O:11][CH2:12][CH3:13])=[O:10])[CH3:2], predict the reactants needed to synthesize it. The reactants are: [CH2:1]([C@@H:3]1[CH2:7][C:6](=[O:8])[CH2:5][C@@H:4]1[C:9]([O:11][CH2:12][CH3:13])=[O:10])[CH3:2].[BH4-].[Na+].[NH4+].[Cl-]. (2) Given the product [CH2:15]([S:20][CH:2]([CH3:1])[CH2:3][C:4]([C@@H:6]1[C:11]([CH3:12])([CH3:13])[CH2:10][CH:9]=[CH:8][C@H:7]1[CH3:14])=[O:5])[CH2:16][CH2:17][CH2:18][CH3:19], predict the reactants needed to synthesize it. The reactants are: [CH3:1]/[CH:2]=[CH:3]/[C:4]([CH:6]1[C:11]([CH3:13])([CH3:12])[CH2:10][CH:9]=[CH:8][CH:7]1[CH3:14])=[O:5].[CH2:15]([SH:20])[CH2:16][CH2:17][CH2:18][CH3:19].